This data is from Forward reaction prediction with 1.9M reactions from USPTO patents (1976-2016). The task is: Predict the product of the given reaction. (1) Given the reactants [N:1]1[CH:6]=[CH:5][C:4]([CH2:7][CH2:8][N:9]2[CH2:14][CH2:13][C:12]3([CH2:19][CH2:18][CH:17]([CH2:20][C:21]([O:23]CC)=[O:22])[CH2:16][CH2:15]3)[CH2:11][CH2:10]2)=[CH:3][CH:2]=1, predict the reaction product. The product is: [N:1]1[CH:2]=[CH:3][C:4]([CH2:7][CH2:8][N:9]2[CH2:10][CH2:11][C:12]3([CH2:19][CH2:18][CH:17]([CH2:20][C:21]([OH:23])=[O:22])[CH2:16][CH2:15]3)[CH2:13][CH2:14]2)=[CH:5][CH:6]=1. (2) Given the reactants [CH:1]#[C:2][CH2:3][CH2:4][CH2:5][CH2:6][CH2:7]C.C1(C#C)C=CC=CC=1.[F:17][C:18]1[CH:25]=[CH:24][C:21]([C:22]#N)=[CH:20][CH:19]=1, predict the reaction product. The product is: [F:17][C:18]1[CH:25]=[CH:24][C:21]([C:22]#[C:1][CH2:2][CH2:3][CH2:4][CH2:5][CH2:6][CH3:7])=[CH:20][CH:19]=1.